Dataset: Forward reaction prediction with 1.9M reactions from USPTO patents (1976-2016). Task: Predict the product of the given reaction. (1) Given the reactants [N:1]([CH2:4][CH2:5][O:6][C:7]1[CH:15]=[C:14]2[C:10]([C:11]([S:16]([C:19]3[C:28]4[C:23](=[CH:24][CH:25]=[CH:26][CH:27]=4)[CH:22]=[CH:21][CH:20]=3)(=[O:18])=[O:17])=[N:12][NH:13]2)=[CH:9][CH:8]=1)=[N+]=[N-].CO.[ClH:31].CCOCC, predict the reaction product. The product is: [C:19]1([S:16]([C:11]2[C:10]3[C:14](=[CH:15][C:7]([O:6][CH2:5][CH2:4][NH2:1])=[CH:8][CH:9]=3)[NH:13][N:12]=2)(=[O:17])=[O:18])[C:28]2[C:23](=[CH:24][CH:25]=[CH:26][CH:27]=2)[CH:22]=[CH:21][CH:20]=1.[ClH:31]. (2) Given the reactants [Cl:1][C:2]1[CH:7]=[CH:6][CH:5]=[C:4]([Cl:8])[C:3]=1[C:9]1[CH:14]=[C:13]([F:15])[CH:12]=[C:11]([O:16][CH2:17][C@H:18]2[CH2:20][O:19]2)[C:10]=1[O:21]C.Br, predict the reaction product. The product is: [Cl:8][C:4]1[CH:5]=[CH:6][CH:7]=[C:2]([Cl:1])[C:3]=1[C:9]1[C:10]2[O:21][C@@H:18]([CH2:20][OH:19])[CH2:17][O:16][C:11]=2[CH:12]=[C:13]([F:15])[CH:14]=1.